Predict the reaction yield, written as a fraction of the theoretical maximum amount of product (1.0 means a 100% yield; for example, 0.34 means a 34% yield). From a dataset of Reaction yield outcomes from USPTO patents with 853,638 reactions. (1) The reactants are [CH3:1][C:2]1[NH:3][C:4]2[C:9]([CH:10]=1)=[CH:8][CH:7]=[CH:6][CH:5]=2.[C:11]1(=[O:17])[NH:15][C:14](=[O:16])[CH:13]=[CH:12]1. The product is [CH3:1][C:2]1[NH:3][C:4]2[C:9]([C:10]=1[CH:13]1[CH2:12][C:11](=[O:17])[NH:15][C:14]1=[O:16])=[CH:8][CH:7]=[CH:6][CH:5]=2. The yield is 0.310. The catalyst is C(O)(=O)C. (2) The reactants are [Cl:1][C:2]1[CH:7]=[CH:6][C:5]([N:8]2[CH:12]=[C:11]([C:13]([NH2:15])=O)[N:10]=[N:9]2)=[C:4]([C:16]2[CH:21]=[C:20]([O:22][CH3:23])[N:19]=[CH:18][N:17]=2)[C:3]=1[F:24].C(P1(=O)OP(CCC)(=O)OP(CCC)(=O)O1)CC. The catalyst is CCOC(C)=O. The product is [Cl:1][C:2]1[CH:7]=[CH:6][C:5]([N:8]2[CH:12]=[C:11]([C:13]#[N:15])[N:10]=[N:9]2)=[C:4]([C:16]2[CH:21]=[C:20]([O:22][CH3:23])[N:19]=[CH:18][N:17]=2)[C:3]=1[F:24]. The yield is 0.860. (3) The product is [Cl:28][C:21]1[CH:22]=[N+:23]([O-:27])[CH:24]=[C:25]([Cl:26])[C:20]=1[CH2:19][C@@H:18]([C:29]1[CH:34]=[CH:33][C:32]([O:35][CH:36]([F:38])[F:37])=[C:31]([O:39][CH2:40][CH:41]2[CH2:43][CH2:42]2)[CH:30]=1)[O:17][C:15](=[O:16])[CH2:14][NH:13][S:10]([C:7]1[CH:8]=[CH:9][C:4]([C:1]([N:44]2[CH2:49][CH2:48][O:47][CH2:46][CH2:45]2)=[O:2])=[CH:5][CH:6]=1)(=[O:11])=[O:12]. The catalyst is CN(C1C=CN=CC=1)C.CN(C=O)C.O. The yield is 0.453. The reactants are [C:1]([C:4]1[CH:9]=[CH:8][C:7]([S:10]([NH:13][CH2:14][C:15]([O:17][C@H:18]([C:29]2[CH:34]=[CH:33][C:32]([O:35][CH:36]([F:38])[F:37])=[C:31]([O:39][CH2:40][CH:41]3[CH2:43][CH2:42]3)[CH:30]=2)[CH2:19][C:20]2[C:25]([Cl:26])=[CH:24][N+:23]([O-:27])=[CH:22][C:21]=2[Cl:28])=[O:16])(=[O:12])=[O:11])=[CH:6][CH:5]=1)(O)=[O:2].[NH:44]1[CH2:49][CH2:48][O:47][CH2:46][CH2:45]1.C(Cl)CCl. (4) The reactants are [NH2:1][C:2]1[CH:12]=[CH:11][C:10]([C:13]2[CH:14]=[C:15]3[C:21]([C:22]4[CH:27]=[CH:26][CH:25]=[CH:24][C:23]=4[O:28][CH3:29])=[CH:20][N:19]([S:30]([C:33]4[CH:38]=[CH:37][C:36]([CH3:39])=[CH:35][CH:34]=4)(=[O:32])=[O:31])[C:16]3=[N:17][CH:18]=2)=[CH:9][C:3]=1[C:4]([N:6]([CH3:8])[CH3:7])=[O:5].[C:40](=O)(O)[O-:41].[Na+].C(Cl)(Cl)=O. The catalyst is C(Cl)Cl. The product is [N:1]([C:2]1[CH:12]=[CH:11][C:10]([C:13]2[CH:14]=[C:15]3[C:21]([C:22]4[CH:27]=[CH:26][CH:25]=[CH:24][C:23]=4[O:28][CH3:29])=[CH:20][N:19]([S:30]([C:33]4[CH:38]=[CH:37][C:36]([CH3:39])=[CH:35][CH:34]=4)(=[O:31])=[O:32])[C:16]3=[N:17][CH:18]=2)=[CH:9][C:3]=1[C:4]([N:6]([CH3:7])[CH3:8])=[O:5])=[C:40]=[O:41]. The yield is 0.870. (5) The reactants are [Br:1][C:2]1[CH:3]=[C:4]2[C:8](=[CH:9][CH:10]=1)[NH:7][N:6]=[CH:5]2.[O:11]1[CH:16]=[CH:15][CH2:14][CH2:13][CH2:12]1.CC1C=CC(S(O)(=O)=O)=CC=1.C(=O)(O)[O-].[Na+]. The catalyst is C(Cl)Cl. The product is [Br:1][C:2]1[CH:3]=[C:4]2[C:8](=[CH:9][CH:10]=1)[N:7]([CH:12]1[CH2:13][CH2:14][CH2:15][CH2:16][O:11]1)[N:6]=[CH:5]2. The yield is 0.820. (6) The reactants are [Cl:1][C:2]1[CH:3]=[CH:4][C:5]([O:22][CH3:23])=[C:6]([CH:21]=1)[C:7]([NH:9][C:10]1[S:11][C:12]2[C:18]([CH3:20])([CH3:19])[O:17][CH2:16][CH2:15][C:13]=2[N:14]=1)=[O:8].[CH3:24][C:25]([CH3:28])([O-])[CH3:26].[K+].BrCC(C)C. The catalyst is CN(C=O)C.C1COCC1.[I-].C([N+](CCCC)(CCCC)CCCC)CCC. The product is [Cl:1][C:2]1[CH:3]=[CH:4][C:5]([O:22][CH3:23])=[C:6]([CH:21]=1)[C:7](/[N:9]=[C:10]1\[S:11][C:12]2[C:18]([CH3:19])([CH3:20])[O:17][CH2:16][CH2:15][C:13]=2[N:14]\1[CH2:24][CH:25]([CH3:28])[CH3:26])=[O:8]. The yield is 0.290. (7) The reactants are CS(Cl)(=O)=O.O[CH2:7][CH2:8][O:9][CH2:10][CH2:11][NH:12][C:13]1[N:14]=[N+:15]([O-:23])[C:16]2[CH:22]=[CH:21][CH:20]=[CH:19][C:17]=2[N:18]=1.CCN(CC)CC.[N-:31]=[N+:32]=[N-:33].[Na+]. The catalyst is C(Cl)Cl. The product is [N:31]([CH2:7][CH2:8][O:9][CH2:10][CH2:11][NH:12][C:13]1[N:14]=[N+:15]([O-:23])[C:16]2[CH:22]=[CH:21][CH:20]=[CH:19][C:17]=2[N:18]=1)=[N+:32]=[N-:33]. The yield is 0.890. (8) The product is [N:1]1[CH:6]=[CH:5][CH:4]=[CH:3][C:2]=1[CH:7]=[CH:8][CH:9]=[N:11][NH:12][C:13](=[S:14])[NH2:15]. The reactants are [N:1]1[CH:6]=[CH:5][CH:4]=[CH:3][C:2]=1/[CH:7]=[CH:8]/[CH:9]=O.[NH2:11][NH:12][C:13]([NH2:15])=[S:14]. No catalyst specified. The yield is 0.430. (9) The reactants are I[C:2]1[C:10]2[C:5](=[CH:6][C:7]([C@H:11]3[C@@:13]4([C:21]5[C:16](=[CH:17][CH:18]=[C:19]([O:22][CH3:23])[CH:20]=5)[NH:15][C:14]4=[O:24])[CH2:12]3)=[CH:8][CH:9]=2)[NH:4][N:3]=1.CC1(C)C(C)(C)OB([C:33]2[CH:38]=[CH:37][C:36]([CH:39]3[CH2:44][CH2:43][N:42]([C:45]([O:47][C:48]([CH3:51])([CH3:50])[CH3:49])=[O:46])[CH2:41][CH2:40]3)=[CH:35][CH:34]=2)O1. No catalyst specified. The product is [CH3:23][O:22][C:19]1[CH:20]=[C:21]2[C:16](=[CH:17][CH:18]=1)[NH:15][C:14](=[O:24])[C@:13]12[CH2:12][C@H:11]1[C:7]1[CH:6]=[C:5]2[C:10]([C:2]([C:33]3[CH:34]=[CH:35][C:36]([CH:39]4[CH2:40][CH2:41][N:42]([C:45]([O:47][C:48]([CH3:51])([CH3:50])[CH3:49])=[O:46])[CH2:43][CH2:44]4)=[CH:37][CH:38]=3)=[N:3][NH:4]2)=[CH:9][CH:8]=1. The yield is 0.800.